From a dataset of Catalyst prediction with 721,799 reactions and 888 catalyst types from USPTO. Predict which catalyst facilitates the given reaction. (1) Reactant: Br.Br.[NH2:3][CH2:4][C:5]1[CH:19]=[CH:18][C:8]([C:9]([NH:11][C:12]2[CH:17]=[CH:16][N:15]=[CH:14][CH:13]=2)=[O:10])=[CH:7][CH:6]=1.[C:20]([C:24]1[CH:29]=[CH:28][C:27]([S:30](Cl)(=[O:32])=[O:31])=[CH:26][CH:25]=1)([CH3:23])([CH3:22])[CH3:21]. Product: [C:20]([C:24]1[CH:29]=[CH:28][C:27]([S:30]([NH:3][CH2:4][C:5]2[CH:6]=[CH:7][C:8]([C:9]([NH:11][C:12]3[CH:13]=[CH:14][N:15]=[CH:16][CH:17]=3)=[O:10])=[CH:18][CH:19]=2)(=[O:32])=[O:31])=[CH:26][CH:25]=1)([CH3:23])([CH3:21])[CH3:22]. The catalyst class is: 17. (2) Reactant: [Cl:1][C:2]1[C:7]2[C:8]([I:11])=[N:9][NH:10][C:6]=2[CH:5]=[CH:4][N:3]=1.[H-].[Na+].Br[CH:15]([CH3:17])[CH3:16]. Product: [Cl:1][C:2]1[C:7]2[C:8]([I:11])=[N:9][N:10]([CH:15]([CH3:17])[CH3:16])[C:6]=2[CH:5]=[CH:4][N:3]=1. The catalyst class is: 3. (3) Reactant: Br[C:2]1[CH:11]=[CH:10][C:5]([C:6]([O:8]C)=[O:7])=[CH:4][C:3]=1[CH3:12].[CH3:13][O:14][C:15]1[CH:20]=[C:19]([O:21][CH3:22])[CH:18]=[CH:17][C:16]=1B(O)O.C(=O)([O-])[O-].[K+].[K+].[OH-].[Na+]. Product: [CH3:13][O:14][C:15]1[CH:20]=[C:19]([O:21][CH3:22])[CH:18]=[CH:17][C:16]=1[C:2]1[CH:11]=[CH:10][C:5]([C:6]([OH:8])=[O:7])=[CH:4][C:3]=1[CH3:12]. The catalyst class is: 398. (4) Reactant: [N+:1]([O-:4])(O)=[O:2].[C:5]([C:10]1[CH:15]=[CH:14][CH:13]=[CH:12][CH:11]=1)(=[O:9])[CH2:6][CH2:7][CH3:8].[N+]([O-])(O)=O.S(=O)(=O)(O)O. Product: [N+:1]([C:12]1[CH:11]=[C:10]([C:5](=[O:9])[CH2:6][CH2:7][CH3:8])[CH:15]=[CH:14][CH:13]=1)([O-:4])=[O:2]. The catalyst class is: 65. (5) Reactant: [NH2:1][C:2]1[CH:7]=[N:6][CH:5]=[CH:4][N:3]=1.C(N(CC)CC)C.[F:15][C:16]([F:27])([F:26])[C:17](O[C:17](=[O:18])[C:16]([F:27])([F:26])[F:15])=[O:18]. Product: [F:15][C:16]([F:27])([F:26])[C:17]([NH:1][C:2]1[CH:7]=[N:6][CH:5]=[CH:4][N:3]=1)=[O:18]. The catalyst class is: 4. (6) Reactant: CCN(C(C)C)C(C)C.[CH:10]([NH:23][CH2:24][CH:25]([OH:28])[CH2:26]Cl)([C:17]1[CH:22]=[CH:21][CH:20]=[CH:19][CH:18]=1)[C:11]1[CH:16]=[CH:15][CH:14]=[CH:13][CH:12]=1. Product: [CH:10]([N:23]1[CH2:26][CH:25]([OH:28])[CH2:24]1)([C:17]1[CH:22]=[CH:21][CH:20]=[CH:19][CH:18]=1)[C:11]1[CH:16]=[CH:15][CH:14]=[CH:13][CH:12]=1. The catalyst class is: 8. (7) Reactant: [CH3:1][O:2][CH:3]=[CH:4][C:5]12[CH2:12][CH2:11][C:8]([C:13]3[CH:18]=[CH:17][CH:16]=[CH:15][CH:14]=3)([CH2:9][CH2:10]1)[CH2:7][CH2:6]2.[Cr](Cl)([O-])(=O)=[O:20].[NH+]1C=CC=CC=1. Product: [C:13]1([C:8]23[CH2:7][CH2:6][C:5]([CH2:4][C:3]([O:2][CH3:1])=[O:20])([CH2:12][CH2:11]2)[CH2:10][CH2:9]3)[CH:18]=[CH:17][CH:16]=[CH:15][CH:14]=1. The catalyst class is: 2.